Dataset: Catalyst prediction with 721,799 reactions and 888 catalyst types from USPTO. Task: Predict which catalyst facilitates the given reaction. (1) Reactant: C(N(CC)CC)C.[C:8](Cl)(=[O:12])[CH:9]([CH3:11])[CH3:10].[C:14]([O:18][C:19]([NH:21][CH2:22][C@H:23]([N:28]1[CH2:33][CH2:32][NH:31][CH2:30][CH2:29]1)[C:24]([O:26][CH3:27])=[O:25])=[O:20])([CH3:17])([CH3:16])[CH3:15].O. Product: [C:14]([O:18][C:19]([NH:21][CH2:22][C@H:23]([N:28]1[CH2:29][CH2:30][N:31]([C:8](=[O:12])[CH:9]([CH3:11])[CH3:10])[CH2:32][CH2:33]1)[C:24]([O:26][CH3:27])=[O:25])=[O:20])([CH3:17])([CH3:15])[CH3:16]. The catalyst class is: 4. (2) Reactant: [CH3:1][CH:2]1[CH2:6][C:5](=O)[CH2:4][CH:3]1[C:8]([O:10][CH2:11][CH3:12])=[O:9].CC(O)=O.[CH2:17]([NH:24][CH2:25][C:26]1[CH:31]=[CH:30][CH:29]=[CH:28][CH:27]=1)[C:18]1[CH:23]=[CH:22][CH:21]=[CH:20][CH:19]=1.C(O[BH-](OC(=O)C)OC(=O)C)(=O)C.[Na+].C([O-])(O)=O.[Na+]. Product: [CH2:25]([N:24]([CH2:17][C:18]1[CH:23]=[CH:22][CH:21]=[CH:20][CH:19]=1)[CH:5]1[CH2:4][CH:3]([C:8]([O:10][CH2:11][CH3:12])=[O:9])[CH:2]([CH3:1])[CH2:6]1)[C:26]1[CH:31]=[CH:30][CH:29]=[CH:28][CH:27]=1.[CH2:25]([N:24]([CH2:17][C:18]1[CH:23]=[CH:22][CH:21]=[CH:20][CH:19]=1)[C@@H:5]1[CH2:4][C@H:3]([C:8]([O:10][CH2:11][CH3:12])=[O:9])[C@H:2]([CH3:1])[CH2:6]1)[C:26]1[CH:31]=[CH:30][CH:29]=[CH:28][CH:27]=1. The catalyst class is: 26. (3) Reactant: [CH3:1][CH:2]([N:4]([CH:33]([CH3:35])[CH3:34])[CH2:5][C@@H:6]([OH:32])[CH2:7][O:8][C:9]1[CH:10]=[CH:11][C:12]2[C:13]3[N:14]([CH2:29][CH2:30][N:31]=3)[C:15]([NH:20][C:21]([C:23]3[CH:24]=[N:25][CH:26]=[CH:27][CH:28]=3)=[O:22])=[N:16][C:17]=2[C:18]=1[OH:19])[CH3:3].C(=O)([O-])[O-].[Cs+].[Cs+].[F:42][C:43]1[CH:48]=[CH:47][C:46]([CH2:49][CH2:50]Br)=[CH:45][CH:44]=1. Product: [CH3:34][CH:33]([N:4]([CH:2]([CH3:1])[CH3:3])[CH2:5][C@@H:6]([OH:32])[CH2:7][O:8][C:9]1[CH:10]=[CH:11][C:12]2[C:13]3[N:14]([CH2:29][CH2:30][N:31]=3)[C:15]([NH:20][C:21]([C:23]3[CH:24]=[N:25][CH:26]=[CH:27][CH:28]=3)=[O:22])=[N:16][C:17]=2[C:18]=1[O:19][CH2:50][CH2:49][C:46]1[CH:47]=[CH:48][C:43]([F:42])=[CH:44][CH:45]=1)[CH3:35]. The catalyst class is: 3.